From a dataset of Peptide-MHC class I binding affinity with 185,985 pairs from IEDB/IMGT. Regression. Given a peptide amino acid sequence and an MHC pseudo amino acid sequence, predict their binding affinity value. This is MHC class I binding data. (1) The peptide sequence is IVRTNRNEL. The MHC is HLA-A30:01 with pseudo-sequence HLA-A30:01. The binding affinity (normalized) is 0.652. (2) The binding affinity (normalized) is 0.944. The peptide sequence is QYITALNHL. The MHC is H-2-Kd with pseudo-sequence H-2-Kd. (3) The peptide sequence is VYSVFYLYL. The MHC is HLA-A01:01 with pseudo-sequence HLA-A01:01. The binding affinity (normalized) is 0.284. (4) The peptide sequence is AAFTNHNYI. The MHC is H-2-Kb with pseudo-sequence H-2-Kb. The binding affinity (normalized) is 0.440. (5) The peptide sequence is KLFPRLPGI. The MHC is HLA-A02:01 with pseudo-sequence HLA-A02:01. The binding affinity (normalized) is 0.976. (6) The peptide sequence is YEFLQPILL. The MHC is Mamu-B01 with pseudo-sequence Mamu-B01. The binding affinity (normalized) is 0.391.